From a dataset of Reaction yield outcomes from USPTO patents with 853,638 reactions. Predict the reaction yield, written as a fraction of the theoretical maximum amount of product (1.0 means a 100% yield; for example, 0.34 means a 34% yield). (1) The reactants are [C:1](Cl)(=[O:3])[CH3:2].[N+:5]([C:8]1[CH:9]=[CH:10][C:11]2[CH2:17][CH2:16][CH2:15][CH2:14][NH:13][C:12]=2[CH:18]=1)([O-:7])=[O:6].C([O-])(O)=O.[Na+]. The catalyst is C(Cl)Cl. The product is [N+:5]([C:8]1[CH:9]=[CH:10][C:11]2[CH2:17][CH2:16][CH2:15][CH2:14][N:13]([C:1](=[O:3])[CH3:2])[C:12]=2[CH:18]=1)([O-:7])=[O:6]. The yield is 0.800. (2) The reactants are [F:1][C:2]1[CH:7]=[C:6]([I:8])[CH:5]=[CH:4][C:3]=1[NH:9][C:10]1[C:15]([N+:16]([O-:18])=[O:17])=[C:14](F)[CH:13]=[C:12]([F:20])[C:11]=1[F:21].C[O-].[Na+].[C:25](OCC)(=[O:27])C. The catalyst is C1COCC1. The product is [F:21][C:11]1[C:12]([F:20])=[CH:13][C:14]([O:27][CH3:25])=[C:15]([N+:16]([O-:18])=[O:17])[C:10]=1[NH:9][C:3]1[CH:4]=[CH:5][C:6]([I:8])=[CH:7][C:2]=1[F:1]. The yield is 0.476. (3) The reactants are C[O:2][C:3]([C:5]1[C:6]2[CH:7]=[CH:8][CH:9]=[N:10][C:11]=2[C:12]([O:27][CH:28]([C:35]2[CH:40]=[CH:39][CH:38]=[CH:37][CH:36]=2)[C:29]2[CH:34]=[CH:33][CH:32]=[CH:31][CH:30]=2)=[C:13]2[C:17](=[O:18])[N:16]([CH2:19][C:20]3[CH:25]=[CH:24][C:23]([F:26])=[CH:22][CH:21]=3)[CH2:15][C:14]=12)=[O:4].O.[Li+].[OH-]. The catalyst is O1CCCC1. The product is [CH:28]([O:27][C:12]1[C:11]2[N:10]=[CH:9][CH:8]=[CH:7][C:6]=2[C:5]([C:3]([OH:4])=[O:2])=[C:14]2[CH2:15][N:16]([CH2:19][C:20]3[CH:25]=[CH:24][C:23]([F:26])=[CH:22][CH:21]=3)[C:17](=[O:18])[C:13]=12)([C:35]1[CH:36]=[CH:37][CH:38]=[CH:39][CH:40]=1)[C:29]1[CH:34]=[CH:33][CH:32]=[CH:31][CH:30]=1. The yield is 0.980. (4) The reactants are [CH2:1]([O:4][C:5](=[O:28])[NH:6][C:7]1[C:12]([CH3:13])=[CH:11][C:10]([NH:14][CH2:15][C:16]2[CH:21]=[CH:20][C:19]([C:22]([F:25])([F:24])[F:23])=[C:18]([F:26])[CH:17]=2)=[CH:9][C:8]=1[CH3:27])[CH2:2][CH3:3].C=O.[C:31]([BH3-])#N.[Na+].O. The catalyst is CO. The product is [CH2:1]([O:4][C:5](=[O:28])[NH:6][C:7]1[C:12]([CH3:13])=[CH:11][C:10]([N:14]([CH2:15][C:16]2[CH:21]=[CH:20][C:19]([C:22]([F:24])([F:25])[F:23])=[C:18]([F:26])[CH:17]=2)[CH3:31])=[CH:9][C:8]=1[CH3:27])[CH2:2][CH3:3]. The yield is 0.430. (5) The reactants are [S:1]1[CH:5]=[CH:4][C:3]([CH:6]([C:22]([O:24][CH2:25][CH2:26][CH2:27][CH2:28][CH2:29][CH2:30][CH2:31][CH2:32][CH2:33][CH2:34][CH2:35][CH3:36])=[O:23])[C:7]([O:9][CH2:10][CH2:11][CH2:12][CH2:13][CH2:14][CH2:15][CH2:16][CH2:17][CH2:18][CH2:19][CH2:20][CH3:21])=[O:8])=[CH:2]1. The product is [S:1]1[CH:5]=[CH:4][C:3]2[C:6]([C:22]([O:24][CH2:25][CH2:26][CH2:27][CH2:28][CH2:29][CH2:30][CH2:31][CH2:32][CH2:33][CH2:34][CH2:35][CH3:36])=[O:23])([C:7]([O:9][CH2:10][CH2:11][CH2:12][CH2:13][CH2:14][CH2:15][CH2:16][CH2:17][CH2:18][CH2:19][CH2:20][CH3:21])=[O:8])[C:2]3[S:1][CH:5]=[CH:4][C:3]=3[C:6]([C:22]([O:24][CH2:25][CH2:26][CH2:27][CH2:28][CH2:29][CH2:30][CH2:31][CH2:32][CH2:33][CH2:34][CH2:35][CH3:36])=[O:23])([C:7]([O:9][CH2:10][CH2:11][CH2:12][CH2:13][CH2:14][CH2:15][CH2:16][CH2:17][CH2:18][CH2:19][CH2:20][CH3:21])=[O:8])[C:2]1=2. The yield is 0.502. The catalyst is CO. (6) The reactants are [CH2:1]([O:3][CH:4]([CH2:10][C:11]1[CH:16]=[CH:15][C:14]([O:17][CH2:18][CH2:19][C:20]2[CH:25]=[CH:24][C:23]([CH2:26][CH3:27])=[CH:22][CH:21]=2)=[CH:13][CH:12]=1)[C:5]([O:7]CC)=[O:6])[CH3:2].O.[OH-].[Li+].Cl. The catalyst is O1CCOCC1.O. The product is [CH2:1]([O:3][CH:4]([CH2:10][C:11]1[CH:16]=[CH:15][C:14]([O:17][CH2:18][CH2:19][C:20]2[CH:25]=[CH:24][C:23]([CH2:26][CH3:27])=[CH:22][CH:21]=2)=[CH:13][CH:12]=1)[C:5]([OH:7])=[O:6])[CH3:2]. The yield is 1.00. (7) The reactants are C(N(CC)CC)C.[CH:8]([C:10]1[C:18]2[C:13](=[CH:14][CH:15]=[CH:16][C:17]=2[CH3:19])[N:12](C(OC(C)(C)C)=O)[CH:11]=1)=[O:9].[CH:27](=[N:34][C:35]1[CH:40]=[CH:39][CH:38]=[C:37]([O:41][CH3:42])[CH:36]=1)[C:28]1[CH:33]=[CH:32][CH:31]=[CH:30][CH:29]=1. The catalyst is [Cl-].C([N+]1C(C)=C(CCO)SC=1)C1C=CC=CC=1.C(O)C. The product is [CH3:42][O:41][C:37]1[CH:36]=[C:35]([NH:34][CH:27]([C:28]2[CH:33]=[CH:32][CH:31]=[CH:30][CH:29]=2)[C:8]([C:10]2[C:18]3[C:13](=[CH:14][CH:15]=[CH:16][C:17]=3[CH3:19])[NH:12][CH:11]=2)=[O:9])[CH:40]=[CH:39][CH:38]=1. The yield is 0.130. (8) The reactants are [NH2:1][CH2:2][CH2:3][CH2:4][CH2:5][O:6][Si](C(C)(C)C)(C1C=CC=CC=1)C1C=CC=CC=1.[C:24]([O:39][C@H:40]([CH2:45][CH2:46][CH2:47][CH2:48][CH2:49][CH2:50][CH2:51][CH2:52][CH2:53][CH2:54][CH3:55])[CH2:41][C:42]([OH:44])=O)(=[O:38])[CH2:25][CH2:26][CH2:27][CH2:28][CH2:29][CH2:30][CH2:31][CH2:32][CH2:33][CH2:34][CH2:35][CH2:36][CH3:37].C(Cl)CCl.CI.CCCC[N+](CCCC)(CCCC)CCCC.[F-]. No catalyst specified. The product is [C:24]([O:39][C@H:40]([CH2:45][CH2:46][CH2:47][CH2:48][CH2:49][CH2:50][CH2:51][CH2:52][CH2:53][CH2:54][CH3:55])[CH2:41][C:42]([NH:1][CH2:2][CH2:3][CH2:4][CH2:5][OH:6])=[O:44])(=[O:38])[CH2:25][CH2:26][CH2:27][CH2:28][CH2:29][CH2:30][CH2:31][CH2:32][CH2:33][CH2:34][CH2:35][CH2:36][CH3:37]. The yield is 0.810.